Dataset: TCR-epitope binding with 47,182 pairs between 192 epitopes and 23,139 TCRs. Task: Binary Classification. Given a T-cell receptor sequence (or CDR3 region) and an epitope sequence, predict whether binding occurs between them. (1) The epitope is HTTDPSFLGRY. The TCR CDR3 sequence is CASSFPVSGSYYNEQFF. Result: 1 (the TCR binds to the epitope). (2) The epitope is KLMNIQQKL. The TCR CDR3 sequence is CSATGNRGADTQYF. Result: 0 (the TCR does not bind to the epitope). (3) The epitope is HPVGEADYFEY. The TCR CDR3 sequence is CASRQDRDYQETQYF. Result: 1 (the TCR binds to the epitope). (4) The epitope is GLIYNRMGAVTTEV. The TCR CDR3 sequence is CAISTGPDSYEQYF. Result: 0 (the TCR does not bind to the epitope). (5) The epitope is SGPLKAEIAQRLED. The TCR CDR3 sequence is CSVEGSSRNIQYF. Result: 0 (the TCR does not bind to the epitope).